From a dataset of Full USPTO retrosynthesis dataset with 1.9M reactions from patents (1976-2016). Predict the reactants needed to synthesize the given product. (1) Given the product [Cl:1][C:2]1[CH:3]=[C:4]([CH:18]=[CH:19][C:20]=1[C:21]([F:22])([F:23])[F:24])[O:5][CH2:6][C:7]1[CH:8]=[CH:9][C:10]([C:11]([OH:13])=[O:12])=[CH:16][CH:17]=1, predict the reactants needed to synthesize it. The reactants are: [Cl:1][C:2]1[CH:3]=[C:4]([CH:18]=[CH:19][C:20]=1[C:21]([F:24])([F:23])[F:22])[O:5][CH2:6][C:7]1[CH:17]=[CH:16][C:10]([C:11]([O:13]CC)=[O:12])=[CH:9][CH:8]=1.O.[OH-].[Na+]. (2) Given the product [CH3:46][N:47]([CH3:51])[CH2:48][CH2:49][NH:50][C:37]([C:36]1[C:35]([O:44][CH3:45])=[CH:34][C:33]([NH:32][C:30](=[O:31])[O:29][C:25]([CH3:26])([CH3:27])[CH3:28])=[CH:41][C:40]=1[O:42][CH3:43])=[O:39], predict the reactants needed to synthesize it. The reactants are: CN(C(ON1N=NC2C=CC=NC1=2)=[N+](C)C)C.F[P-](F)(F)(F)(F)F.[C:25]([O:29][C:30]([NH:32][C:33]1[CH:41]=[C:40]([O:42][CH3:43])[C:36]([C:37]([OH:39])=O)=[C:35]([O:44][CH3:45])[CH:34]=1)=[O:31])([CH3:28])([CH3:27])[CH3:26].[CH3:46][N:47]([CH3:51])[CH2:48][CH2:49][NH2:50].CCN(C(C)C)C(C)C. (3) Given the product [Cl:19][C:20]1[C:21]([O:27][C:28]2[CH:35]=[C:34]([O:36][CH2:37][CH2:38][O:39][CH3:40])[CH:33]=[CH:32][C:29]=2/[CH:30]=[C:3](\[CH2:2][CH3:1])/[C:4]([O:6][CH2:7][CH3:8])=[O:5])=[N:22][CH:23]=[C:24]([Cl:26])[CH:25]=1, predict the reactants needed to synthesize it. The reactants are: [CH3:1][CH2:2][CH:3](P(OCC)(OCC)=O)[C:4]([O:6][CH2:7][CH3:8])=[O:5].[H-].[Na+].[Cl:19][C:20]1[C:21]([O:27][C:28]2[CH:35]=[C:34]([O:36][CH2:37][CH2:38][O:39][CH3:40])[CH:33]=[CH:32][C:29]=2[CH:30]=O)=[N:22][CH:23]=[C:24]([Cl:26])[CH:25]=1.O. (4) Given the product [Br:32][C:33]1[CH:47]=[CH:46][C:36]([C:37]2[N:30]=[C:13]([C:16]3[CH:21]=[CH:20][CH:19]=[CH:18][N:17]=3)[CH:14]=[C:11]([C:2]3[CH:3]=[CH:4][C:5]4[C:10](=[CH:9][CH:8]=[CH:7][CH:6]=4)[CH:1]=3)[CH:38]=2)=[CH:35][CH:34]=1, predict the reactants needed to synthesize it. The reactants are: [CH:1]1[C:10]2[C:5](=[CH:6][CH:7]=[CH:8][CH:9]=2)[CH:4]=[CH:3][C:2]=1[CH:11]=O.[C:13]([C:16]1[CH:21]=[CH:20][CH:19]=[CH:18][N:17]=1)(=O)[CH3:14].[OH-].[Na+].CO.C([O-])(=O)C.[NH4+:30].[I-].[Br:32][C:33]1[CH:47]=[CH:46][C:36]([C:37](=O)[CH2:38][N+]2C=CC=CC=2)=[CH:35][CH:34]=1. (5) Given the product [CH3:1][O:2][C:3]([C:4]1[C:18](=[O:22])[S:17][C:11]2[C:10]([C:9]=1[OH:23])=[CH:15][CH:14]=[C:13]([Br:16])[CH:12]=2)=[O:24], predict the reactants needed to synthesize it. The reactants are: [CH3:1][O:2][C:3](=[O:24])[CH:4]([C:9](=[O:23])[C:10]1[CH:15]=[CH:14][C:13]([Br:16])=[CH:12][C:11]=1[S:17][C:18](=[O:22])N(C)C)C(OC)=O. (6) Given the product [CH3:45][N:28]([CH3:27])[CH2:29][CH2:30][CH2:31][N:32]([CH3:44])[C:33]1[CH:38]=[CH:37][C:36]([C:39]([F:42])([F:40])[F:41])=[CH:35][C:34]=1[NH:43][C:6](=[O:8])[C:5]1[CH:9]=[CH:1][C:2]([CH3:10])=[C:3]([C:11]2[CH:22]=[N:21][C:14]3[N:15]=[C:16]([NH:19][CH3:20])[N:17]=[CH:18][C:13]=3[CH:12]=2)[CH:4]=1, predict the reactants needed to synthesize it. The reactants are: [CH3:1][C:2]1[CH:10]=[CH:9][C:5]([C:6]([OH:8])=O)=[CH:4][C:3]=1[C:11]1[CH:22]=[N:21][C:14]2[N:15]=[C:16]([NH:19][CH3:20])[N:17]=[CH:18][C:13]=2[CH:12]=1.O=S(Cl)Cl.[CH3:27][N:28]([CH3:45])[CH2:29][CH2:30][CH2:31][N:32]([CH3:44])[C:33]1[C:34]([NH2:43])=[CH:35][C:36]([C:39]([F:42])([F:41])[F:40])=[CH:37][CH:38]=1.C([O-])(O)=O.[Na+].